From a dataset of Reaction yield outcomes from USPTO patents with 853,638 reactions. Predict the reaction yield, written as a fraction of the theoretical maximum amount of product (1.0 means a 100% yield; for example, 0.34 means a 34% yield). (1) The reactants are Cl.C[O:3][C:4](=[O:39])[C:5]1[CH:10]=[CH:9][C:8]([CH2:11][O:12][C:13]2[CH:18]=[CH:17][C:16]([CH2:19][C@H:20]([NH2:38])[C:21]3[N:22]([CH2:34][CH2:35][CH2:36][CH3:37])[CH:23]=[C:24]([C:26]4[CH:31]=[CH:30][C:29]([Cl:32])=[CH:28][C:27]=4[Cl:33])[N:25]=3)=[CH:15][CH:14]=2)=[CH:7][CH:6]=1.[CH:40]1([CH2:46][C:47](O)=[O:48])[CH2:45][CH2:44][CH2:43][CH2:42][CH2:41]1. No catalyst specified. The product is [CH2:34]([N:22]1[CH:23]=[C:24]([C:26]2[CH:31]=[CH:30][C:29]([Cl:32])=[CH:28][C:27]=2[Cl:33])[N:25]=[C:21]1[C@@H:20]([NH:38][C:47](=[O:48])[CH2:46][CH:40]1[CH2:45][CH2:44][CH2:43][CH2:42][CH2:41]1)[CH2:19][C:16]1[CH:17]=[CH:18][C:13]([O:12][CH2:11][C:8]2[CH:7]=[CH:6][C:5]([C:4]([OH:3])=[O:39])=[CH:10][CH:9]=2)=[CH:14][CH:15]=1)[CH2:35][CH2:36][CH3:37]. The yield is 0.640. (2) The reactants are [Cl:1][C:2]1[CH:7]=[C:6]([Cl:8])[CH:5]=[CH:4][C:3]=1[C:9]1[C:10]([C:26]#[N:27])=[C:11]([C:19]2[CH:24]=[CH:23][N:22]=[C:21](F)[CH:20]=2)[S:12][C:13]=1[C:14]1[NH:18][CH:17]=[N:16][N:15]=1.[CH3:28][NH2:29].CO. No catalyst specified. The product is [Cl:1][C:2]1[CH:7]=[C:6]([Cl:8])[CH:5]=[CH:4][C:3]=1[C:9]1[C:10]([C:26]#[N:27])=[C:11]([C:19]2[CH:24]=[CH:23][N:22]=[C:21]([NH:29][CH3:28])[CH:20]=2)[S:12][C:13]=1[C:14]1[NH:18][CH:17]=[N:16][N:15]=1. The yield is 0.440.